This data is from Reaction yield outcomes from USPTO patents with 853,638 reactions. The task is: Predict the reaction yield, written as a fraction of the theoretical maximum amount of product (1.0 means a 100% yield; for example, 0.34 means a 34% yield). (1) The reactants are OP([O-])(O)=O.[K+].[C-:7]#[N:8].[K+].C1OCCOCCOCCOCCOCCOC1.[F:28][C:29]1[CH:34]=[CH:33][C:32]([C:35]2[O:36][CH:37]=[C:38]([C:40](=[O:42])[CH3:41])[N:39]=2)=[CH:31][CH:30]=1. The catalyst is CN(C=O)C.O.O. The product is [F:28][C:29]1[CH:30]=[CH:31][C:32]([C:35]2[O:36][CH:37]=[C:38]([CH:40]([OH:42])[CH2:41][C:7]#[N:8])[N:39]=2)=[CH:33][CH:34]=1. The yield is 0.190. (2) The reactants are [CH3:1][CH:2]([OH:4])[CH3:3].[Na].Cl[C:7]1[N:12]=[C:11]([O:13][CH:14]([CH3:16])[CH3:15])[N:10]=[C:9]([NH:17][C:18]2[CH:23]=[CH:22][C:21]([N:24]3[CH:28]=[C:27]([CH3:29])[N:26]=[CH:25]3)=[C:20]([O:30][CH3:31])[CH:19]=2)[N:8]=1. The catalyst is O. The product is [CH:2]([O:4][C:7]1[N:12]=[C:11]([O:13][CH:14]([CH3:16])[CH3:15])[N:10]=[C:9]([NH:17][C:18]2[CH:23]=[CH:22][C:21]([N:24]3[CH:28]=[C:27]([CH3:29])[N:26]=[CH:25]3)=[C:20]([O:30][CH3:31])[CH:19]=2)[N:8]=1)([CH3:3])[CH3:1]. The yield is 0.670. (3) The yield is 0.880. The reactants are [Br:1][C:2]1[CH:3]=[CH:4][C:5]2[N:6]([CH2:16][CH:17]([F:40])[CH2:18][N:19]([C:32]3[CH:37]=[CH:36][CH:35]=[C:34]([O:38][CH3:39])[CH:33]=3)S(C3C=CC([N+]([O-])=O)=CC=3)(=O)=O)[C:7]3[C:12]([C:13]=2[CH:14]=1)=[CH:11][C:10]([Br:15])=[CH:9][CH:8]=3.[OH-].[Li+].CN(C)C=O.SCC(O)=O. The catalyst is CCOC(C)=O. The product is [Br:15][C:10]1[CH:9]=[CH:8][C:7]2[N:6]([CH2:16][CH:17]([F:40])[CH2:18][NH:19][C:32]3[CH:37]=[CH:36][CH:35]=[C:34]([O:38][CH3:39])[CH:33]=3)[C:5]3[C:13]([C:12]=2[CH:11]=1)=[CH:14][C:2]([Br:1])=[CH:3][CH:4]=3. (4) The reactants are Cl[C:2]1[N:7]=[CH:6][N:5]([C:8]2[CH:13]=[CH:12][C:11]([O:14][CH2:15][C:16]([OH:19])([CH3:18])[CH3:17])=[C:10]([O:20][CH3:21])[CH:9]=2)[C:4](=[O:22])[CH:3]=1.[CH2:23]([C:25]1[CH:30]=[CH:29][C:28](B(O)O)=[CH:27][CH:26]=1)[CH3:24].[O-]P([O-])([O-])=O.[K+].[K+].[K+]. The catalyst is CN(C=O)C.C(Cl)Cl.C1C=CC([P]([Pd]([P](C2C=CC=CC=2)(C2C=CC=CC=2)C2C=CC=CC=2)([P](C2C=CC=CC=2)(C2C=CC=CC=2)C2C=CC=CC=2)[P](C2C=CC=CC=2)(C2C=CC=CC=2)C2C=CC=CC=2)(C2C=CC=CC=2)C2C=CC=CC=2)=CC=1. The product is [CH2:23]([C:25]1[CH:30]=[CH:29][C:28]([C:2]2[N:7]=[CH:6][N:5]([C:8]3[CH:13]=[CH:12][C:11]([O:14][CH2:15][C:16]([OH:19])([CH3:18])[CH3:17])=[C:10]([O:20][CH3:21])[CH:9]=3)[C:4](=[O:22])[CH:3]=2)=[CH:27][CH:26]=1)[CH3:24]. The yield is 0.691. (5) The reactants are [Si:1]([O:11][CH2:12][CH3:13])([O:8][CH2:9][CH3:10])([O:5][CH2:6][CH3:7])OCC.[CH3:14][C:15]1[CH:20]=[C:19]([CH3:21])[CH:18]=[C:17]([CH3:22])[C:16]=1[Mg]Br.CCCCC. The product is [CH3:14][C:15]1[CH:20]=[C:19]([CH3:21])[CH:18]=[C:17]([CH3:22])[C:16]=1[Si:1]([O:5][CH2:6][CH3:7])([O:8][CH2:9][CH3:10])[O:11][CH2:12][CH3:13]. The yield is 0.620. The catalyst is C1COCC1.